Dataset: Forward reaction prediction with 1.9M reactions from USPTO patents (1976-2016). Task: Predict the product of the given reaction. (1) Given the reactants Cl[C:2]1[C:11]2=[N:12][N:13](CC3C=CC(OC)=CC=3)[CH:14]=[C:10]2[C:9]2[CH:8]=[C:7]([O:24][CH3:25])[CH:6]=[CH:5][C:4]=2[N:3]=1.[C:26]([C:30]1[NH:34][N:33]=[C:32]([NH2:35])[CH:31]=1)([CH3:29])([CH3:28])[CH3:27].Cl, predict the reaction product. The product is: [C:26]([C:30]1[NH:34][N:33]=[C:32]([NH:35][C:2]2[C:11]3[NH:12][N:13]=[CH:14][C:10]=3[C:9]3[CH:8]=[C:7]([O:24][CH3:25])[CH:6]=[CH:5][C:4]=3[N:3]=2)[CH:31]=1)([CH3:29])([CH3:28])[CH3:27]. (2) The product is: [CH3:1][O:2][C:3](=[O:15])[C:4]1[CH:9]=[CH:8][C:7]([N:18]([CH3:19])[CH3:17])=[CH:6][C:5]=1[C:11]([F:14])([F:13])[F:12]. Given the reactants [CH3:1][O:2][C:3](=[O:15])[C:4]1[CH:9]=[CH:8][C:7](F)=[CH:6][C:5]=1[C:11]([F:14])([F:13])[F:12].Cl.[CH3:17][NH:18][CH3:19].C(=O)([O-])[O-].[K+].[K+], predict the reaction product.